From a dataset of Full USPTO retrosynthesis dataset with 1.9M reactions from patents (1976-2016). Predict the reactants needed to synthesize the given product. (1) Given the product [F:1][C:2]1[CH:3]=[CH:4][C:5]([CH2:6][NH:7][C:8]([C:10]2[N:40]([CH2:39][CH:38]([O:41][CH3:42])[O:37][CH3:36])[CH:12]=[C:13]([C:25](=[O:30])[C:26]([CH3:27])([CH3:28])[CH3:29])[C:14](=[O:24])[C:15]=2[O:16][CH2:17][C:18]2[CH:19]=[CH:20][CH:21]=[CH:22][CH:23]=2)=[O:9])=[CH:31][CH:32]=1, predict the reactants needed to synthesize it. The reactants are: [F:1][C:2]1[CH:32]=[CH:31][C:5]([CH2:6][NH:7][C:8]([C:10]2O[CH:12]=[C:13]([C:25](=[O:30])[C:26]([CH3:29])([CH3:28])[CH3:27])[C:14](=[O:24])[C:15]=2[O:16][CH2:17][C:18]2[CH:23]=[CH:22][CH:21]=[CH:20][CH:19]=2)=[O:9])=[CH:4][CH:3]=1.C(O)C.[CH3:36][O:37][CH:38]([O:41][CH3:42])[CH2:39][NH2:40]. (2) Given the product [CH3:35][C:33]1([CH2:36][O:1][C:2]2[CH:7]=[CH:6][C:5]([CH:8]3[CH2:9][CH2:10][N:11]([C:14]([O:16][C:17]([CH3:20])([CH3:19])[CH3:18])=[O:15])[CH2:12][CH2:13]3)=[CH:4][CH:3]=2)[O:34][C:24]2=[N:28][C:27]([N+:29]([O-:31])=[O:30])=[CH:26][N:25]2[CH2:32]1, predict the reactants needed to synthesize it. The reactants are: [OH:1][C:2]1[CH:7]=[CH:6][C:5]([CH:8]2[CH2:13][CH2:12][N:11]([C:14]([O:16][C:17]([CH3:20])([CH3:19])[CH3:18])=[O:15])[CH2:10][CH2:9]2)=[CH:4][CH:3]=1.[H-].[Na+].Cl[C:24]1[N:25]([CH2:32][C:33]2([CH3:36])[CH2:35][O:34]2)[CH:26]=[C:27]([N+:29]([O-:31])=[O:30])[N:28]=1. (3) Given the product [CH2:1]([C:4]1[CH:9]=[CH:8][N:7]=[C:6]([NH2:10])[CH:5]=1)[CH2:2][CH3:3], predict the reactants needed to synthesize it. The reactants are: [CH2:1]([C:4]1[CH:9]=[CH:8][N:7]=[CH:6][CH:5]=1)[CH2:2][CH3:3].[NH2-:10].[Na+].Cl. (4) Given the product [CH2:22]([O:24][C:25](=[O:32])[C:26]([CH2:30][NH:31][C:2]1[N:7]=[C:6]([NH:8][C:9]2[N:14]=[CH:13][C:12]3[N:15]=[C:16]([CH3:21])[N:17]([CH:18]([CH3:20])[CH3:19])[C:11]=3[CH:10]=2)[CH:5]=[CH:4][N:3]=1)([CH3:29])[CH2:27][CH3:28])[CH3:23], predict the reactants needed to synthesize it. The reactants are: Cl[C:2]1[N:7]=[C:6]([NH:8][C:9]2[N:14]=[CH:13][C:12]3[N:15]=[C:16]([CH3:21])[N:17]([CH:18]([CH3:20])[CH3:19])[C:11]=3[CH:10]=2)[CH:5]=[CH:4][N:3]=1.[CH2:22]([O:24][C:25](=[O:32])[C:26]([CH2:30][NH2:31])([CH3:29])[CH2:27][CH3:28])[CH3:23].C(N(CC)C(C)C)(C)C. (5) The reactants are: [O:1]=[C:2]1[CH2:11][CH2:10][CH2:9][C:8]2[CH:7]=[C:6]([O:12][C:13]3[CH:20]=[CH:19][C:16]([C:17]#[N:18])=[CH:15][CH:14]=3)[CH:5]=[CH:4][C:3]1=2.[OH-:21].[K+]. Given the product [O:1]=[C:2]1[CH2:11][CH2:10][CH2:9][C:8]2[CH:7]=[C:6]([O:12][C:13]3[CH:14]=[CH:15][C:16]([C:17]([NH2:18])=[O:21])=[CH:19][CH:20]=3)[CH:5]=[CH:4][C:3]1=2, predict the reactants needed to synthesize it.